Dataset: Reaction yield outcomes from USPTO patents with 853,638 reactions. Task: Predict the reaction yield, written as a fraction of the theoretical maximum amount of product (1.0 means a 100% yield; for example, 0.34 means a 34% yield). (1) The reactants are [CH3:1][O:2][C:3]1[CH:4]=[C:5]2[C:10](=[CH:11][C:12]=1[O:13][CH2:14][CH2:15][O:16][CH3:17])[N:9]=[CH:8][N:7]=[C:6]2[O:18][C:19]1[CH:20]=[C:21]([CH:23]=[CH:24][CH:25]=1)[NH2:22].[C:26]([C:30]1[CH:31]=[C:32]([NH:36][C:37](=O)[O:38]C2C=CC=CC=2)[CH:33]=[CH:34][CH:35]=1)([CH3:29])([CH3:28])[CH3:27]. No catalyst specified. The product is [C:26]([C:30]1[CH:31]=[C:32]([NH:36][C:37]([NH:22][C:21]2[CH:23]=[CH:24][CH:25]=[C:19]([O:18][C:6]3[C:5]4[C:10](=[CH:11][C:12]([O:13][CH2:14][CH2:15][O:16][CH3:17])=[C:3]([O:2][CH3:1])[CH:4]=4)[N:9]=[CH:8][N:7]=3)[CH:20]=2)=[O:38])[CH:33]=[CH:34][CH:35]=1)([CH3:29])([CH3:27])[CH3:28]. The yield is 0.480. (2) The reactants are CC(C)([O-])C.[K+].[NH2:7][C:8]1[CH:13]=[CH:12][N:11]=[CH:10][CH:9]=1.F[C:15]1[CH:20]=[C:19]([F:21])[CH:18]=[CH:17][C:16]=1[N+:22]([O-:24])=[O:23].[NH4+].[Cl-]. The catalyst is C1COCC1. The product is [F:21][C:19]1[CH:18]=[CH:17][C:16]([N+:22]([O-:24])=[O:23])=[C:15]([NH:7][C:8]2[CH:13]=[CH:12][N:11]=[CH:10][CH:9]=2)[CH:20]=1. The yield is 0.600.